The task is: Predict the reaction yield, written as a fraction of the theoretical maximum amount of product (1.0 means a 100% yield; for example, 0.34 means a 34% yield).. This data is from Reaction yield outcomes from USPTO patents with 853,638 reactions. The reactants are [Br:1][C:2]1[CH:9]=[CH:8][C:7]([F:10])=[CH:6][C:3]=1[CH:4]=[O:5].[CH3:11][Mg]Cl. The catalyst is O1CCCC1. The product is [Br:1][C:2]1[CH:9]=[CH:8][C:7]([F:10])=[CH:6][C:3]=1[CH:4]([OH:5])[CH3:11]. The yield is 0.750.